From a dataset of Forward reaction prediction with 1.9M reactions from USPTO patents (1976-2016). Predict the product of the given reaction. Given the reactants [Cl:1][C:2]1[CH:7]=[CH:6][C:5]([NH:8][C:9]2[O:10][CH2:11][C:12](=[O:19])[C:13]=2[C:14]([O:16][CH2:17][CH3:18])=[O:15])=[CH:4][CH:3]=1.[NH:20]1[C:28]2[C:23](=[CH:24][CH:25]=[CH:26][N:27]=2)[C:22]([CH:29]=O)=[CH:21]1.N1CCCCC1, predict the reaction product. The product is: [NH:20]1[C:28]2=[N:27][CH:26]=[CH:25][CH:24]=[C:23]2[C:22]([CH:29]=[C:11]2[O:10][C:9]([NH:8][C:5]3[CH:4]=[CH:3][C:2]([Cl:1])=[CH:7][CH:6]=3)=[C:13]([C:14]([O:16][CH2:17][CH3:18])=[O:15])[C:12]2=[O:19])=[CH:21]1.